This data is from Catalyst prediction with 721,799 reactions and 888 catalyst types from USPTO. The task is: Predict which catalyst facilitates the given reaction. (1) Reactant: [C:1]([O:4][CH:5]1[C:9]2=[N:10][CH:11]=[C:12]([NH2:28])[C:13]([N:14]3[CH2:19][CH2:18][CH2:17][C@H:16]([NH:20][C:21]([O:23][C:24]([CH3:27])([CH3:26])[CH3:25])=[O:22])[CH2:15]3)=[C:8]2[CH2:7][CH2:6]1)(=[O:3])[CH3:2].[F:29][C:30]1[CH:35]=[C:34]([S:36]([CH3:38])=[O:37])[CH:33]=[C:32]([F:39])[C:31]=1[C:40]1[N:45]=[C:44]([C:46](O)=[O:47])[CH:43]=[CH:42][C:41]=1[F:49].CN(C(ON1N=NC2C=CC=NC1=2)=[N+](C)C)C.F[P-](F)(F)(F)(F)F.CCN(C(C)C)C(C)C. Product: [C:1]([O:4][CH:5]1[C:9]2=[N:10][CH:11]=[C:12]([NH:28][C:46]([C:44]3[CH:43]=[CH:42][C:41]([F:49])=[C:40]([C:31]4[C:32]([F:39])=[CH:33][C:34]([S:36]([CH3:38])=[O:37])=[CH:35][C:30]=4[F:29])[N:45]=3)=[O:47])[C:13]([N:14]3[CH2:19][CH2:18][CH2:17][C@H:16]([NH:20][C:21]([O:23][C:24]([CH3:27])([CH3:26])[CH3:25])=[O:22])[CH2:15]3)=[C:8]2[CH2:7][CH2:6]1)(=[O:3])[CH3:2]. The catalyst class is: 3. (2) Reactant: [Cl:1][C:2]1[CH:7]=[CH:6][CH:5]=[C:4]([Cl:8])[C:3]=1[NH:9][C:10]1[S:11][CH2:12][C:13](=[O:15])[N:14]=1.[OH:16][C:17]1[CH:18]=[C:19]([CH:22]=[CH:23][C:24]=1[N+:25]([O-:27])=[O:26])[CH:20]=O.N1CCCCC1. Product: [Cl:8][C:4]1[CH:5]=[CH:6][CH:7]=[C:2]([Cl:1])[C:3]=1[NH:9][C:10]1[S:11]/[C:12](=[CH:20]\[C:19]2[CH:22]=[CH:23][C:24]([N+:25]([O-:27])=[O:26])=[C:17]([OH:16])[CH:18]=2)/[C:13](=[O:15])[N:14]=1. The catalyst class is: 8. (3) Reactant: [F:1][C:2]1[CH:7]=[C:6]([O:8][CH3:9])[CH:5]=[CH:4][C:3]=1[N:10]1[C:14](I)=[C:13]([C:16]#[N:17])[C:12]([CH3:18])=[N:11]1.[Li]CCCC.CON(C)[C:27](=[O:36])[CH:28]([CH3:35])[CH2:29][CH:30]([O:33][CH3:34])[O:31][CH3:32]. Product: [CH3:32][O:31][CH:30]([O:33][CH3:34])[CH2:29][CH:28]([CH3:35])[C:27]([C:14]1[N:10]([C:3]2[CH:4]=[CH:5][C:6]([O:8][CH3:9])=[CH:7][C:2]=2[F:1])[N:11]=[C:12]([CH3:18])[C:13]=1[C:16]#[N:17])=[O:36]. The catalyst class is: 28.